The task is: Predict the reactants needed to synthesize the given product.. This data is from Full USPTO retrosynthesis dataset with 1.9M reactions from patents (1976-2016). (1) The reactants are: [CH3:1][C:2]1[C:6]([C:7]2[CH:8]=[C:9](B3OC(C)(C)C(C)(C)O3)[C:10]3[NH:14][C:13](=[O:15])[NH:12][C:11]=3[CH:16]=2)=[C:5]([CH3:26])[O:4][N:3]=1.Br[C:28]1[C:37]([CH3:38])=[CH:36][C:35]([Cl:39])=[C:34]2[C:29]=1[CH:30]=[CH:31][CH:32]=[N:33]2.C(Cl)Cl.N1(C2CCCCCCCCCC2)CCCN=CCCCCC1. Given the product [Cl:39][C:35]1[CH:36]=[C:37]([CH3:38])[C:28]([C:9]2[C:10]3[NH:14][C:13](=[O:15])[NH:12][C:11]=3[CH:16]=[C:7]([C:6]3[C:2]([CH3:1])=[N:3][O:4][C:5]=3[CH3:26])[CH:8]=2)=[C:29]2[C:34]=1[N:33]=[CH:32][CH:31]=[CH:30]2, predict the reactants needed to synthesize it. (2) Given the product [F:21][C:22]1[CH:29]=[CH:28][C:25]([CH:26]([C:2]2[CH:7]=[C:6]([O:8][C:9]([F:14])([F:13])[CH:10]([F:12])[F:11])[CH:5]=[C:4]([F:15])[CH:3]=2)[OH:27])=[CH:24][C:23]=1[O:30][CH3:31], predict the reactants needed to synthesize it. The reactants are: Br[C:2]1[CH:7]=[C:6]([O:8][C:9]([F:14])([F:13])[CH:10]([F:12])[F:11])[CH:5]=[C:4]([F:15])[CH:3]=1.[Li]CCCC.[F:21][C:22]1[CH:29]=[CH:28][C:25]([CH:26]=[O:27])=[CH:24][C:23]=1[O:30][CH3:31].